From a dataset of Reaction yield outcomes from USPTO patents with 853,638 reactions. Predict the reaction yield, written as a fraction of the theoretical maximum amount of product (1.0 means a 100% yield; for example, 0.34 means a 34% yield). (1) The reactants are [CH2:1]([N:5]1[CH:10]=[CH:9][C:8](O)=[CH:7][C:6]1=[O:12])[CH2:2][CH2:3][CH3:4].P(Br)(Br)([Br:15])=O. The catalyst is CN(C=O)C. The product is [Br:15][C:8]1[CH:9]=[CH:10][N:5]([CH2:1][CH2:2][CH2:3][CH3:4])[C:6](=[O:12])[CH:7]=1. The yield is 0.930. (2) The reactants are [CH2:1]([NH:8][CH2:9][CH2:10][C:11]1[CH:25]=[CH:24][C:14]([O:15][C:16]2[CH:23]=[CH:22][C:19]([C:20]#[N:21])=[CH:18][N:17]=2)=[CH:13][CH:12]=1)[C:2]1[CH:7]=[CH:6][CH:5]=[CH:4][CH:3]=1.CSC.B.Cl.[OH-].[Na+]. The catalyst is C1COCC1. The product is [NH2:21][CH2:20][C:19]1[CH:22]=[CH:23][C:16]([O:15][C:14]2[CH:24]=[CH:25][C:11]([CH2:10][CH2:9][NH:8][CH2:1][C:2]3[CH:3]=[CH:4][CH:5]=[CH:6][CH:7]=3)=[CH:12][CH:13]=2)=[N:17][CH:18]=1. The yield is 0.217.